Dataset: Forward reaction prediction with 1.9M reactions from USPTO patents (1976-2016). Task: Predict the product of the given reaction. (1) Given the reactants S(Cl)([Cl:3])=O.[F:5][C:6]1[CH:11]=[C:10]([F:12])[CH:9]=[CH:8][C:7]=1[C@:13]12[CH2:22][O:21][C@@H:20]([CH2:23]O)[CH2:19][C@H:18]1[CH2:17][S:16][C:15]([NH:25][C:26](=[O:33])[C:27]1[CH:32]=[CH:31][CH:30]=[CH:29][CH:28]=1)=[N:14]2, predict the reaction product. The product is: [Cl:3][CH2:23][C@@H:20]1[O:21][CH2:22][C@:13]2([C:7]3[CH:8]=[CH:9][C:10]([F:12])=[CH:11][C:6]=3[F:5])[N:14]=[C:15]([NH:25][C:26](=[O:33])[C:27]3[CH:32]=[CH:31][CH:30]=[CH:29][CH:28]=3)[S:16][CH2:17][C@@H:18]2[CH2:19]1. (2) Given the reactants [Cl:1][C:2]1[CH:10]=[C:9]2[C:5]([CH2:6][C:7](=[O:11])[NH:8]2)=[CH:4][CH:3]=1.[CH2:12]([O:14][C:15](=[O:29])[C:16]([O:19][C:20]1[CH:25]=[CH:24][C:23]([F:26])=[CH:22][C:21]=1[CH:27]=O)([CH3:18])[CH3:17])[CH3:13].N1CCCC1, predict the reaction product. The product is: [CH2:12]([O:14][C:15](=[O:29])[C:16]([O:19][C:20]1[CH:25]=[CH:24][C:23]([F:26])=[CH:22][C:21]=1/[CH:27]=[C:6]1\[C:7](=[O:11])[NH:8][C:9]2[C:5]\1=[CH:4][CH:3]=[C:2]([Cl:1])[CH:10]=2)([CH3:17])[CH3:18])[CH3:13]. (3) Given the reactants C[O:2][C:3](=[O:19])[CH2:4][N:5]1[C:10]2[CH:11]=[CH:12][CH:13]=[CH:14][C:9]=2[O:8][CH:7]([CH:15]([CH3:17])[CH3:16])[C:6]1=[S:18].[OH-].[Na+].O.Cl, predict the reaction product. The product is: [CH:15]([CH:7]1[C:6](=[S:18])[N:5]([CH2:4][C:3]([OH:19])=[O:2])[C:10]2[CH:11]=[CH:12][CH:13]=[CH:14][C:9]=2[O:8]1)([CH3:17])[CH3:16]. (4) Given the reactants [CH:1]1([N:7]2[C:11](=[O:12])[C:10]([NH:13][C:14]([C:16]3[C:20]([CH3:21])=[C:19]([C:22]4[CH2:27][CH2:26][C:25]([CH3:29])([CH3:28])[CH2:24][CH:23]=4)[O:18][N:17]=3)=[O:15])=[C:9]([CH3:30])[N:8]2[CH3:31])[CH2:6][CH2:5][CH2:4][CH2:3][CH2:2]1, predict the reaction product. The product is: [CH:1]1([N:7]2[C:11](=[O:12])[C:10]([NH:13][C:14]([C:16]3[C:20]([CH3:21])=[C:19]([CH:22]4[CH2:23][CH2:24][C:25]([CH3:28])([CH3:29])[CH2:26][CH2:27]4)[O:18][N:17]=3)=[O:15])=[C:9]([CH3:30])[N:8]2[CH3:31])[CH2:6][CH2:5][CH2:4][CH2:3][CH2:2]1. (5) Given the reactants Br[C:2]1[CH:3]=[CH:4][C:5]2[N:6]([C:15]3[CH:20]=[CH:19][CH:18]=[CH:17][CH:16]=3)[C:7]3[C:12]([C:13]=2[CH:14]=1)=[CH:11][CH:10]=[CH:9][CH:8]=3.[C:21]1([NH:27][C:28]2[CH:33]=[CH:32][C:31]([C:34]3[CH:39]=[CH:38][CH:37]=[CH:36][CH:35]=3)=[CH:30][CH:29]=2)[CH:26]=[CH:25][CH:24]=[CH:23][CH:22]=1.C(OCC)(=O)C, predict the reaction product. The product is: [C:21]1([N:27]([C:28]2[CH:33]=[CH:32][C:31]([C:34]3[CH:35]=[CH:36][CH:37]=[CH:38][CH:39]=3)=[CH:30][CH:29]=2)[C:2]2[CH:3]=[CH:4][C:5]3[N:6]([C:7]4[CH:12]=[CH:11][CH:10]=[CH:9][CH:8]=4)[C:15]4[C:16]([C:13]=3[CH:14]=2)=[CH:17][CH:18]=[CH:19][CH:20]=4)[CH:22]=[CH:23][CH:24]=[CH:25][CH:26]=1. (6) Given the reactants [CH3:1][CH:2]([O:4][C:5]1[CH:13]=[CH:12][C:8](C(O)=O)=[CH:7][CH:6]=1)[CH3:3].[N+:14]([O-:17])(O)=[O:15].[C:18]([O:21]C(=O)C)(=[O:20])C, predict the reaction product. The product is: [CH3:3][CH:2]([O:4][C:5]1[C:6]([N+:14]([O-:17])=[O:15])=[CH:7][CH:8]=[CH:12][C:13]=1[C:18]([OH:21])=[O:20])[CH3:1].